Dataset: NCI-60 drug combinations with 297,098 pairs across 59 cell lines. Task: Regression. Given two drug SMILES strings and cell line genomic features, predict the synergy score measuring deviation from expected non-interaction effect. (1) Drug 1: CC(C1=C(C=CC(=C1Cl)F)Cl)OC2=C(N=CC(=C2)C3=CN(N=C3)C4CCNCC4)N. Drug 2: CC1=C(C(=O)C2=C(C1=O)N3CC4C(C3(C2COC(=O)N)OC)N4)N. Cell line: SNB-19. Synergy scores: CSS=54.9, Synergy_ZIP=9.48, Synergy_Bliss=7.94, Synergy_Loewe=11.2, Synergy_HSA=9.12. (2) Drug 1: C1CCC(C1)C(CC#N)N2C=C(C=N2)C3=C4C=CNC4=NC=N3. Drug 2: CC1=C(C=C(C=C1)NC2=NC=CC(=N2)N(C)C3=CC4=NN(C(=C4C=C3)C)C)S(=O)(=O)N.Cl. Cell line: ACHN. Synergy scores: CSS=29.6, Synergy_ZIP=1.01, Synergy_Bliss=10.6, Synergy_Loewe=9.48, Synergy_HSA=10.2. (3) Drug 1: CN1CCC(CC1)COC2=C(C=C3C(=C2)N=CN=C3NC4=C(C=C(C=C4)Br)F)OC. Drug 2: C1=NC2=C(N1)C(=S)N=C(N2)N. Cell line: ACHN. Synergy scores: CSS=54.8, Synergy_ZIP=-4.70, Synergy_Bliss=-3.75, Synergy_Loewe=-3.24, Synergy_HSA=-0.00870. (4) Drug 1: COC1=CC(=CC(=C1O)OC)C2C3C(COC3=O)C(C4=CC5=C(C=C24)OCO5)OC6C(C(C7C(O6)COC(O7)C8=CC=CS8)O)O. Drug 2: C1=CC(=CC=C1C#N)C(C2=CC=C(C=C2)C#N)N3C=NC=N3. Cell line: SK-MEL-2. Synergy scores: CSS=40.1, Synergy_ZIP=2.39, Synergy_Bliss=-4.32, Synergy_Loewe=-34.2, Synergy_HSA=-2.67. (5) Drug 1: C1=NC(=NC(=O)N1C2C(C(C(O2)CO)O)O)N. Drug 2: C(CN)CNCCSP(=O)(O)O. Cell line: T-47D. Synergy scores: CSS=1.35, Synergy_ZIP=-0.904, Synergy_Bliss=2.99, Synergy_Loewe=-1.33, Synergy_HSA=2.08. (6) Drug 1: C1=NC2=C(N=C(N=C2N1C3C(C(C(O3)CO)O)O)F)N. Drug 2: CN1C(=O)N2C=NC(=C2N=N1)C(=O)N. Cell line: SF-268. Synergy scores: CSS=1.98, Synergy_ZIP=-2.03, Synergy_Bliss=-1.68, Synergy_Loewe=-2.80, Synergy_HSA=-2.78. (7) Drug 1: CC1=C(C(=O)C2=C(C1=O)N3CC4C(C3(C2COC(=O)N)OC)N4)N. Drug 2: CC1C(C(CC(O1)OC2CC(CC3=C2C(=C4C(=C3O)C(=O)C5=C(C4=O)C(=CC=C5)OC)O)(C(=O)CO)O)N)O.Cl. Cell line: A549. Synergy scores: CSS=41.2, Synergy_ZIP=-2.54, Synergy_Bliss=-4.47, Synergy_Loewe=1.81, Synergy_HSA=2.13. (8) Drug 1: CC1CCC2CC(C(=CC=CC=CC(CC(C(=O)C(C(C(=CC(C(=O)CC(OC(=O)C3CCCCN3C(=O)C(=O)C1(O2)O)C(C)CC4CCC(C(C4)OC)O)C)C)O)OC)C)C)C)OC. Drug 2: CC12CCC3C(C1CCC2OP(=O)(O)O)CCC4=C3C=CC(=C4)OC(=O)N(CCCl)CCCl.[Na+]. Cell line: TK-10. Synergy scores: CSS=58.5, Synergy_ZIP=-0.607, Synergy_Bliss=-1.44, Synergy_Loewe=-12.4, Synergy_HSA=-0.959. (9) Drug 1: CC1=C(C=C(C=C1)C(=O)NC2=CC(=CC(=C2)C(F)(F)F)N3C=C(N=C3)C)NC4=NC=CC(=N4)C5=CN=CC=C5. Drug 2: CC12CCC3C(C1CCC2O)C(CC4=C3C=CC(=C4)O)CCCCCCCCCS(=O)CCCC(C(F)(F)F)(F)F. Cell line: HL-60(TB). Synergy scores: CSS=27.5, Synergy_ZIP=1.19, Synergy_Bliss=-0.301, Synergy_Loewe=-6.98, Synergy_HSA=-3.97.